Dataset: Catalyst prediction with 721,799 reactions and 888 catalyst types from USPTO. Task: Predict which catalyst facilitates the given reaction. (1) Reactant: [CH3:1][O:2][C:3]([C:5]1[C:6]([CH3:27])=[C:7]2[N:12]([CH:13]=1)[N:11]=[CH:10][N:9]=[C:8]2[NH:14][C:15]1[CH:20]=[C:19]([NH:21][S:22]([CH3:25])(=[O:24])=[O:23])[CH:18]=[CH:17][C:16]=1[CH3:26])=[O:4].O. Product: [CH3:1][O:2][C:3]([C:5]1[C:6]([CH3:27])=[C:7]2[N:12]([CH:13]=1)[N:11]=[CH:10][N:9]=[C:8]2[NH:14][C:15]1[CH:16]=[CH:26][C:18]([CH3:17])=[C:19]([NH:21][S:22]([CH3:25])(=[O:24])=[O:23])[CH:20]=1)=[O:4]. The catalyst class is: 17. (2) Reactant: C(O[C:4](=[O:15])[NH:5][S:6]([C:9]1[S:10][C:11]([Cl:14])=[CH:12][CH:13]=1)(=[O:8])=[O:7])C.[NH2:16][C:17]1[C:26](=[O:27])[C:25]2[C:20](=[CH:21][C:22]([NH:29][CH:30]3[CH2:35][CH2:34][CH2:33][CH2:32][CH2:31]3)=[C:23]([F:28])[CH:24]=2)[N:19]([CH:36]([CH3:38])[CH3:37])[CH:18]=1. Product: [Cl:14][C:11]1[S:10][C:9]([S:6]([NH:5][C:4]([NH:16][C:17]2[C:26](=[O:27])[C:25]3[C:20](=[CH:21][C:22]([NH:29][CH:30]4[CH2:35][CH2:34][CH2:33][CH2:32][CH2:31]4)=[C:23]([F:28])[CH:24]=3)[N:19]([CH:36]([CH3:38])[CH3:37])[CH:18]=2)=[O:15])(=[O:7])=[O:8])=[CH:13][CH:12]=1. The catalyst class is: 11. (3) Reactant: [CH2:1]([O:8][C:9](=[O:21])[CH2:10][C:11]1[CH:16]=[CH:15][C:14]([C:17]([CH3:20])([CH3:19])[CH3:18])=[CH:13][CH:12]=1)[C:2]1[CH:7]=[CH:6][CH:5]=[CH:4][CH:3]=1.[Li+].C[Si]([N-][Si](C)(C)C)(C)C.[CH3:32][O:33][C:34](=[O:44])[C:35]1[CH:40]=[CH:39][C:38]([CH:41](Br)[CH3:42])=[CH:37][CH:36]=1. Product: [CH3:32][O:33][C:34](=[O:44])[C:35]1[CH:40]=[CH:39][C:38]([CH:41]([CH3:42])[CH:10]([C:9]([O:8][CH2:1][C:2]2[CH:3]=[CH:4][CH:5]=[CH:6][CH:7]=2)=[O:21])[C:11]2[CH:16]=[CH:15][C:14]([C:17]([CH3:18])([CH3:20])[CH3:19])=[CH:13][CH:12]=2)=[CH:37][CH:36]=1. The catalyst class is: 1. (4) Reactant: [F:1][C:2]([F:11])([F:10])[CH:3]1[CH2:8][CH2:7][C:6](=O)[CH2:5][CH2:4]1.[CH3:12][O:13][C:14]1[CH:21]=[C:20]([O:22][CH3:23])[CH:19]=[CH:18][C:15]=1[CH2:16][NH2:17].[BH3-]C#N.[Na+]. Product: [CH3:12][O:13][C:14]1[CH:21]=[C:20]([O:22][CH3:23])[CH:19]=[CH:18][C:15]=1[CH2:16][NH:17][CH:6]1[CH2:7][CH2:8][CH:3]([C:2]([F:11])([F:10])[F:1])[CH2:4][CH2:5]1. The catalyst class is: 467. (5) Reactant: [NH2:1][C:2]1[N:3]([CH3:8])[O:4][C:5](=[O:7])[CH:6]=1.[Br:9][C:10]1[CH:11]=[C:12]([CH:15]=[CH:16][C:17]=1[F:18])[CH:13]=O.[C:19]1(=O)[CH2:23][CH2:22][C:21](=[O:24])[CH2:20]1. Product: [Br:9][C:10]1[CH:11]=[C:12]([CH:13]2[C:6]3[C:5](=[O:7])[O:4][N:3]([CH3:8])[C:2]=3[NH:1][C:19]3[CH2:23][CH2:22][C:21](=[O:24])[C:20]2=3)[CH:15]=[CH:16][C:17]=1[F:18]. The catalyst class is: 8. (6) Reactant: CC(O)C.[Cl-:5].[Ca+2].[Cl-].[CH3:8][N:9]([CH2:11][CH2:12][O:13][C:14]1[CH:15]=[CH:16][C:17]([CH2:20][NH:21][C:22]([C:24]2[CH:25]=[CH:26][C:27]([O:32][CH3:33])=[C:28]([O:30][CH3:31])[CH:29]=2)=[O:23])=[CH:18][CH:19]=1)[CH3:10].C. Product: [CH3:10][N:9]([CH2:11][CH2:12][O:13][C:14]1[CH:19]=[CH:18][C:17]([CH2:20][NH:21][C:22]([C:24]2[CH:25]=[CH:26][C:27]([O:32][CH3:33])=[C:28]([O:30][CH3:31])[CH:29]=2)=[O:23])=[CH:16][CH:15]=1)[CH3:8].[ClH:5]. The catalyst class is: 6. (7) Reactant: [CH:1]([C:3]1[CH:10]=[CH:9][C:6]([C:7]#[N:8])=[CH:5][C:4]=1[O:11][CH3:12])=O.[CH3:13][C:14]1[N:15]=[C:16]([CH2:19][C:20](=[O:23])[CH2:21][CH3:22])[S:17][CH:18]=1.N1CCCCC1.C(O)(=O)C. Product: [CH3:12][O:11][C:4]1[CH:5]=[C:6]([CH:9]=[CH:10][C:3]=1[CH:1]=[C:19]([C:16]1[S:17][CH:18]=[C:14]([CH3:13])[N:15]=1)[C:20](=[O:23])[CH2:21][CH3:22])[C:7]#[N:8]. The catalyst class is: 4. (8) Reactant: C([Si]([O:8][CH2:9][C:10]1[CH:15]=[C:14]([O:16][CH3:17])[C:13]([CH2:18][CH:19]2[CH2:23][O:22][C:21]([CH3:25])([CH3:24])[O:20]2)=[CH:12][C:11]=1[N+:26]([O-:28])=[O:27])(C)C)(C)(C)C.[F-].C([N+](CCCC)(CCCC)CCCC)CCC. Product: [CH3:24][C:21]1([CH3:25])[O:20][CH:19]([CH2:18][C:13]2[C:14]([O:16][CH3:17])=[CH:15][C:10]([CH2:9][OH:8])=[C:11]([N+:26]([O-:28])=[O:27])[CH:12]=2)[CH2:23][O:22]1. The catalyst class is: 54.